This data is from Full USPTO retrosynthesis dataset with 1.9M reactions from patents (1976-2016). The task is: Predict the reactants needed to synthesize the given product. (1) Given the product [NH:1]1[CH:5]=[C:4]([NH:6][C:54]([C:49]2[CH:50]=[C:51]3[C:46](=[CH:47][CH:48]=2)[CH2:45][N:44]([C:42]([O:41][C:38]([CH3:40])([CH3:39])[CH3:37])=[O:43])[CH2:53][CH2:52]3)=[O:55])[CH:3]=[N:2]1, predict the reactants needed to synthesize it. The reactants are: [NH:1]1[CH:5]=[C:4]([NH2:6])[CH:3]=[N:2]1.Cl.CN(C)CCCN=C=NCC.O.ON1C2C=CC=CC=2N=N1.C(N(CC)CC)C.[CH3:37][C:38]([O:41][C:42]([N:44]1[CH2:53][CH2:52][C:51]2[C:46](=[CH:47][CH:48]=[C:49]([C:54](O)=[O:55])[CH:50]=2)[CH2:45]1)=[O:43])([CH3:40])[CH3:39].[OH-].[K+]. (2) Given the product [Br:1][C:2]1[CH:8]=[CH:7][CH:6]=[CH:5][C:3]=1[NH:4][CH:12]=[C:13]([C:19](=[O:21])[CH3:20])[C:14]([O:16][CH2:17][CH3:18])=[O:15], predict the reactants needed to synthesize it. The reactants are: [Br:1][C:2]1[CH:8]=[CH:7][CH:6]=[CH:5][C:3]=1[NH2:4].C(O[CH:12]=[C:13]([C:19](=[O:21])[CH3:20])[C:14]([O:16][CH2:17][CH3:18])=[O:15])C. (3) The reactants are: [H-].[Na+].[CH2:3]([N:10]1[CH2:15][CH2:14][C:13]([C:17]2[CH:22]=[CH:21][N:20]=[CH:19][CH:18]=2)([NH2:16])[CH2:12][CH2:11]1)[C:4]1[CH:9]=[CH:8][CH:7]=[CH:6][CH:5]=1.[O:23](C(OC(C)(C)C)=O)[C:24]([O:26][C:27]([CH3:30])([CH3:29])[CH3:28])=O. Given the product [CH2:3]([N:10]1[CH2:11][CH2:12][C:13]([NH:16][C:24](=[O:23])[O:26][C:27]([CH3:30])([CH3:29])[CH3:28])([C:17]2[CH:22]=[CH:21][N:20]=[CH:19][CH:18]=2)[CH2:14][CH2:15]1)[C:4]1[CH:9]=[CH:8][CH:7]=[CH:6][CH:5]=1, predict the reactants needed to synthesize it. (4) Given the product [Cl:21][C:15]1[CH:16]=[C:17]([Cl:20])[CH:18]=[CH:19][C:14]=1[CH2:13][O:12][C@@H:11]1[C@@H:10]([CH2:22][O:23][CH2:24][C:25]2[CH:30]=[CH:29][C:28]([Cl:31])=[CH:27][C:26]=2[Cl:32])[O:9][C@H:6]([O:7][CH3:8])[C@@H:5]1[OH:4], predict the reactants needed to synthesize it. The reactants are: C([O:4][C@@H:5]1[C@H:11]([O:12][CH2:13][C:14]2[CH:19]=[CH:18][C:17]([Cl:20])=[CH:16][C:15]=2[Cl:21])[C@@H:10]([CH2:22][O:23][CH2:24][C:25]2[CH:30]=[CH:29][C:28]([Cl:31])=[CH:27][C:26]=2[Cl:32])[O:9][C@H:6]1[O:7][CH3:8])(=O)C. (5) Given the product [CH:15]1([CH2:18][NH:14][CH2:13][CH2:12][C:8]2[C:7]3[C:11](=[C:3]([O:2][CH3:1])[CH:4]=[CH:5][CH:6]=3)[NH:10][CH:9]=2)[CH2:17][CH2:16]1, predict the reactants needed to synthesize it. The reactants are: [CH3:1][O:2][C:3]1[CH:4]=[CH:5][CH:6]=[C:7]2[C:11]=1[NH:10][CH:9]=[C:8]2[CH2:12][CH2:13][NH2:14].[CH:15]1([CH:18]=O)[CH2:17][CH2:16]1.